Dataset: Forward reaction prediction with 1.9M reactions from USPTO patents (1976-2016). Task: Predict the product of the given reaction. (1) Given the reactants [CH3:1][C:2]([CH3:22])([CH3:21])[CH2:3][NH:4][CH2:5][C@@H:6]([N:13]1[CH:17]=[C:16]([N+:18]([O-])=O)[N:15]=[CH:14]1)[C:7]1[CH:12]=[CH:11][CH:10]=[CH:9][CH:8]=1.[F:23][C:24]1[CH:25]=[C:26]2[C:31](=[C:32]([F:34])[CH:33]=1)[CH2:30][CH:29]([NH:35][C@@H:36]([CH2:40][CH2:41][CH3:42])[C:37](O)=[O:38])[CH2:28][CH2:27]2, predict the reaction product. The product is: [CH3:1][C:2]([CH3:22])([CH3:21])[CH2:3][NH:4][CH2:5][C@@H:6]([N:13]1[CH:17]=[C:16]([NH:18][C:37](=[O:38])[C@@H:36]([NH:35][CH:29]2[CH2:28][CH2:27][C:26]3[C:31](=[C:32]([F:34])[CH:33]=[C:24]([F:23])[CH:25]=3)[CH2:30]2)[CH2:40][CH2:41][CH3:42])[N:15]=[CH:14]1)[C:7]1[CH:12]=[CH:11][CH:10]=[CH:9][CH:8]=1. (2) The product is: [Br:1][C:2]1[CH:7]=[C:6]([C:8]([F:11])([F:10])[F:9])[C:5]2[NH:12][C:13]([C:15]3[O:16][C:17]([C:20]([CH3:23])([CH3:22])[CH3:21])=[N:18][N:19]=3)=[N:24][C:4]=2[CH:3]=1. Given the reactants [Br:1][C:2]1[CH:7]=[C:6]([C:8]([F:11])([F:10])[F:9])[C:5]([NH:12][C:13]([C:15]2[O:16][C:17]([C:20]([CH3:23])([CH3:22])[CH3:21])=[N:18][N:19]=2)=O)=[C:4]([N+:24]([O-])=O)[CH:3]=1.CCOC(C)=O.C(Cl)Cl, predict the reaction product. (3) Given the reactants [C:1]([O:5][C:6]([N:8]1[CH2:12][C@@H:11]([F:13])[CH2:10][C@H:9]1[C:14]([O:16]C)=[O:15])=[O:7])([CH3:4])([CH3:3])[CH3:2].[OH-].[Na+], predict the reaction product. The product is: [C:1]([O:5][C:6]([N:8]1[CH2:12][C@@H:11]([F:13])[CH2:10][C@H:9]1[C:14]([OH:16])=[O:15])=[O:7])([CH3:4])([CH3:2])[CH3:3]. (4) Given the reactants Br[C:2]1[CH:3]=[CH:4][C:5]([N+:8]([O-:10])=[O:9])=[N:6][CH:7]=1.[CH3:11][NH:12][CH3:13], predict the reaction product. The product is: [CH3:11][N:12]([CH3:13])[C:2]1[CH:7]=[N:6][C:5]([N+:8]([O-:10])=[O:9])=[CH:4][CH:3]=1. (5) Given the reactants C([Li])CCC.Br[C:7]([C:21]1[CH:26]=[CH:25][CH:24]=[CH:23][CH:22]=1)=[C:8]([C:15]1[CH:20]=[CH:19][CH:18]=[CH:17][CH:16]=1)[C:9]1[CH:14]=[CH:13][CH:12]=[CH:11][CH:10]=1.[B:27](OCCCC)([O:33]CCCC)[O:28]CCCC.Cl, predict the reaction product. The product is: [C:21]1([C:7]([B:27]([OH:33])[OH:28])=[C:8]([C:15]2[CH:20]=[CH:19][CH:18]=[CH:17][CH:16]=2)[C:9]2[CH:14]=[CH:13][CH:12]=[CH:11][CH:10]=2)[CH:26]=[CH:25][CH:24]=[CH:23][CH:22]=1. (6) Given the reactants [CH3:1][C:2]1[CH:6]=[C:5]([CH2:7][C:8]([O:10]CC)=[O:9])[O:4][N:3]=1.Br[CH2:14][CH2:15]Br.[OH-].[Na+], predict the reaction product. The product is: [CH3:1][C:2]1[CH:6]=[C:5]([C:7]2([C:8]([OH:10])=[O:9])[CH2:15][CH2:14]2)[O:4][N:3]=1. (7) Given the reactants [CH2:1]([C:3]1[CH:8]=[CH:7][C:6]([CH:9]2[CH2:14][N:13]([C:15]([N:17]3[CH2:22][CH2:21][O:20][CH2:19][CH2:18]3)=[O:16])[CH2:12][CH:11]([C:23]([OH:25])=O)[CH2:10]2)=[CH:5][CH:4]=1)[CH3:2].O[N:27]=[C:28]([CH:30]1[CH2:32][CH2:31]1)[NH2:29], predict the reaction product. The product is: [CH:30]1([C:28]2[N:29]=[C:23]([CH:11]3[CH2:10][CH:9]([C:6]4[CH:5]=[CH:4][C:3]([CH2:1][CH3:2])=[CH:8][CH:7]=4)[CH2:14][N:13]([C:15]([N:17]4[CH2:22][CH2:21][O:20][CH2:19][CH2:18]4)=[O:16])[CH2:12]3)[O:25][N:27]=2)[CH2:32][CH2:31]1. (8) Given the reactants [OH:1][C@H:2]1[CH2:6][CH2:5][NH:4][C@H:3]1[C:7]([OH:9])=[O:8].[OH-].[Na+].[C:12](O[C:12]([O:14][C:15]([CH3:18])([CH3:17])[CH3:16])=[O:13])([O:14][C:15]([CH3:18])([CH3:17])[CH3:16])=[O:13], predict the reaction product. The product is: [C:15]([O:14][C:12]([N:4]1[CH2:5][CH2:6][C@H:2]([OH:1])[C@@H:3]1[C:7]([OH:9])=[O:8])=[O:13])([CH3:18])([CH3:17])[CH3:16].